This data is from Full USPTO retrosynthesis dataset with 1.9M reactions from patents (1976-2016). The task is: Predict the reactants needed to synthesize the given product. (1) Given the product [CH2:7]([N:5]1[C@H:4]([C:14]([N:16]2[CH2:17][CH2:18][N:19]([C:22]3[CH:29]=[CH:28][CH:27]=[CH:26][C:23]=3[C:24]#[N:25])[CH2:20][CH2:21]2)=[O:15])[CH2:3][C@H:2]([NH:1][C:35](=[O:36])[C:34]2[CH:33]=[C:32]([O:31][CH3:30])[C:40]([O:41][CH3:42])=[C:39]([O:43][CH3:44])[CH:38]=2)[CH2:6]1)[C:8]1[CH:13]=[CH:12][CH:11]=[CH:10][CH:9]=1, predict the reactants needed to synthesize it. The reactants are: [NH2:1][CH:2]1[CH2:6][N:5]([CH2:7][C:8]2[CH:13]=[CH:12][CH:11]=[CH:10][CH:9]=2)[CH:4]([C:14]([N:16]2[CH2:21][CH2:20][N:19]([C:22]3[CH:29]=[CH:28][CH:27]=[CH:26][C:23]=3[C:24]#[N:25])[CH2:18][CH2:17]2)=[O:15])[CH2:3]1.[CH3:30][O:31][C:32]1[CH:33]=[C:34]([CH:38]=[C:39]([O:43][CH3:44])[C:40]=1[O:41][CH3:42])[C:35](Cl)=[O:36]. (2) Given the product [F:1][C:2]1[CH:7]=[CH:6][C:5]([O:8][C:9](=[O:24])[N:10]([C@H:12]2[C@H:16]([C:17]3[CH:22]=[CH:21][C:20]([Cl:23])=[CH:19][CH:18]=3)[CH2:15][N:14]([C:38]([CH:35]3[CH2:36][CH2:37][N:32]([C:29]4[CH:28]=[CH:27][C:26]([CH3:25])=[CH:31][N:30]=4)[CH2:33][CH2:34]3)=[O:39])[CH2:13]2)[CH3:11])=[CH:4][CH:3]=1, predict the reactants needed to synthesize it. The reactants are: [F:1][C:2]1[CH:7]=[CH:6][C:5]([O:8][C:9](=[O:24])[N:10]([C@H:12]2[C@H:16]([C:17]3[CH:22]=[CH:21][C:20]([Cl:23])=[CH:19][CH:18]=3)[CH2:15][NH:14][CH2:13]2)[CH3:11])=[CH:4][CH:3]=1.[CH3:25][C:26]1[CH:27]=[CH:28][C:29]([N:32]2[CH2:37][CH2:36][CH:35]([C:38](O)=[O:39])[CH2:34][CH2:33]2)=[N:30][CH:31]=1.CN(C(ON1N=NC2C=CC=NC1=2)=[N+](C)C)C.F[P-](F)(F)(F)(F)F.CCN(C(C)C)C(C)C. (3) Given the product [F:1][C:2]1[CH:7]=[CH:6][CH:5]=[C:4]([F:8])[C:3]=1[N:9]1[C:14]([CH3:15])=[CH:13][C:12]([O:16][CH2:50][C:51]2[CH:56]=[CH:55][C:54]([F:57])=[CH:53][C:52]=2[CH2:58][OH:59])=[CH:11][C:10]1=[O:17], predict the reactants needed to synthesize it. The reactants are: [F:1][C:2]1[CH:7]=[CH:6][CH:5]=[C:4]([F:8])[C:3]=1[N:9]1[C:14]([CH3:15])=[CH:13][C:12]([OH:16])=[CH:11][C:10]1=[O:17].C1(P(C2C=CC=CC=2)C2C=CC=CC=2)C=CC=CC=1.N(C(OCC)=O)=NC(OCC)=O.O[CH2:50][C:51]1[CH:56]=[CH:55][C:54]([F:57])=[CH:53][C:52]=1[CH2:58][OH:59]. (4) Given the product [F:4][C:3]([F:6])([F:5])[C:1]([OH:7])=[O:2].[Cl:32][C:28]1[C:27]([F:33])=[C:26]([CH:31]=[CH:30][CH:29]=1)[CH2:25][NH:24][C:23]([C@@H:16]1[C@H:17]([O:21][CH3:22])[C@@H:18]([F:20])[CH2:19][NH:15]1)=[O:34], predict the reactants needed to synthesize it. The reactants are: [C:1]([OH:7])([C:3]([F:6])([F:5])[F:4])=[O:2].C(OC([N:15]1[CH2:19][C@H:18]([F:20])[C@@H:17]([O:21][CH3:22])[C@H:16]1[C:23](=[O:34])[NH:24][CH2:25][C:26]1[CH:31]=[CH:30][CH:29]=[C:28]([Cl:32])[C:27]=1[F:33])=O)(C)(C)C.